Dataset: Forward reaction prediction with 1.9M reactions from USPTO patents (1976-2016). Task: Predict the product of the given reaction. (1) The product is: [OH:34][CH2:33][CH2:32][N:31]([CH2:35][CH2:36][OH:37])[CH2:2][CH2:3][CH2:4][CH2:5][CH2:6][CH2:7][O:8][C:9]1[C:10]([O:29][CH3:30])=[CH:11][CH:12]=[C:13]2[C:18]=1[NH:17][C:16](=[O:19])[CH:15]=[C:14]2[NH:20][C:21]1[C:26]([Cl:27])=[CH:25][N:24]=[CH:23][C:22]=1[Cl:28]. Given the reactants Cl[CH2:2][CH2:3][CH2:4][CH2:5][CH2:6][CH2:7][O:8][C:9]1[C:10]([O:29][CH3:30])=[CH:11][CH:12]=[C:13]2[C:18]=1[NH:17][C:16](=[O:19])[CH:15]=[C:14]2[NH:20][C:21]1[C:26]([Cl:27])=[CH:25][N:24]=[CH:23][C:22]=1[Cl:28].[NH:31]([CH2:35][CH2:36][OH:37])[CH2:32][CH2:33][OH:34], predict the reaction product. (2) Given the reactants [C:1]([N:8]1[CH2:16][C@H:15]([C:17]2[CH:22]=[CH:21][CH:20]=[CH:19][CH:18]=2)[CH2:14][C@H:9]1[C:10]([O:12][CH3:13])=[O:11])([O:3][C:4]([CH3:7])([CH3:6])[CH3:5])=[O:2].[Li+].[CH3:24][Si]([N-][Si](C)(C)C)(C)C.CI, predict the reaction product. The product is: [C:1]([N:8]1[CH2:16][C@H:15]([C:17]2[CH:22]=[CH:21][CH:20]=[CH:19][CH:18]=2)[CH2:14][C@@:9]1([CH3:24])[C:10]([O:12][CH3:13])=[O:11])([O:3][C:4]([CH3:6])([CH3:7])[CH3:5])=[O:2].